From a dataset of Full USPTO retrosynthesis dataset with 1.9M reactions from patents (1976-2016). Predict the reactants needed to synthesize the given product. (1) The reactants are: [CH3:1][O:2][C:3]1[CH:4]=[C:5]2[C:9](=[CH:10][CH:11]=1)[N:8]([CH3:12])[CH:7]=[C:6]2[C:13]1[N:25]([CH2:26][O:27][CH2:28][CH2:29][Si:30]([CH3:33])([CH3:32])[CH3:31])[C:16]2=[N:17][CH:18]=[C:19]([CH2:21][NH:22][CH:23]=O)[N:20]=[C:15]2[CH:14]=1.COC1C=CC(P2(SP(C3C=CC(OC)=CC=3)(=S)S2)=S)=CC=1. Given the product [CH3:1][O:2][C:3]1[CH:4]=[C:5]2[C:9](=[CH:10][CH:11]=1)[N:8]([CH3:12])[CH:7]=[C:6]2[C:13]1[N:25]([CH2:26][O:27][CH2:28][CH2:29][Si:30]([CH3:32])([CH3:31])[CH3:33])[C:16]2[N:17]=[CH:18][C:19]3[N:20]([CH:23]=[N:22][CH:21]=3)[C:15]=2[CH:14]=1, predict the reactants needed to synthesize it. (2) Given the product [CH3:1][C:2]([CH3:35])([CH2:27][OH:28])[CH2:3][CH2:4][CH2:5][CH2:6][O:7][P:8](=[O:25])([OH:26])[O:9][CH2:10][CH2:11][CH2:12][CH2:13][C:14]([CH3:23])([CH3:24])[CH2:15][OH:16], predict the reactants needed to synthesize it. The reactants are: [CH3:1][C:2]([CH3:35])([CH2:27][O:28]C1CCCCO1)[CH2:3][CH2:4][CH2:5][CH2:6][O:7][P:8](=[O:26])([OH:25])[O:9][CH2:10][CH2:11][CH2:12][CH2:13][C:14]([CH3:24])([CH3:23])[CH2:15][O:16]C1CCCCO1. (3) The reactants are: [Cl:1][C:2]1[CH:3]=[CH:4][C:5]2[S:9][C:8]([CH2:10][O:11][C:12]3[CH:13]=[C:14]([CH:17]=[CH:18][N:19]=3)[C:15]#[N:16])=[N:7][C:6]=2[CH:20]=1.[OH2:21].N. Given the product [Cl:1][C:2]1[CH:3]=[CH:4][C:5]2[S:9][C:8]([CH2:10][O:11][C:12]3[CH:13]=[C:14]([CH:17]=[CH:18][N:19]=3)[C:15]([NH2:16])=[O:21])=[N:7][C:6]=2[CH:20]=1, predict the reactants needed to synthesize it.